From a dataset of Peptide-MHC class I binding affinity with 185,985 pairs from IEDB/IMGT. Regression. Given a peptide amino acid sequence and an MHC pseudo amino acid sequence, predict their binding affinity value. This is MHC class I binding data. (1) The peptide sequence is HVEECSCYPR. The MHC is HLA-A11:01 with pseudo-sequence HLA-A11:01. The binding affinity (normalized) is 0.386. (2) The peptide sequence is TLPETTVVRR. The binding affinity (normalized) is 0.486. The MHC is HLA-A11:01 with pseudo-sequence HLA-A11:01.